Task: Predict the reactants needed to synthesize the given product.. Dataset: Full USPTO retrosynthesis dataset with 1.9M reactions from patents (1976-2016) (1) Given the product [NH2:13][C:11]1[CH:10]=[CH:9][C:8]2[N:3]([CH2:1][CH3:2])[C:4](=[O:22])[CH:5]([CH2:16][C:17]([O:19][CH2:20][CH3:21])=[O:18])[O:6][C:7]=2[CH:12]=1, predict the reactants needed to synthesize it. The reactants are: [CH2:1]([N:3]1[C:8]2[CH:9]=[CH:10][C:11]([N+:13]([O-])=O)=[CH:12][C:7]=2[O:6][CH:5]([CH2:16][C:17]([O:19][CH2:20][CH3:21])=[O:18])[C:4]1=[O:22])[CH3:2].[H][H]. (2) Given the product [F:1][C:2]1[C:7]([CH:8]=[O:9])=[CH:6][CH:5]=[C:4]([N:10]2[C:18]3[CH:17]=[C:16]([C:19]4[CH:24]=[N:23][CH:22]=[C:21]([CH3:25])[N:20]=4)[N:15]=[CH:14][C:13]=3[CH:12]=[N:11]2)[N:3]=1, predict the reactants needed to synthesize it. The reactants are: [F:1][C:2]1[C:7]([CH2:8][OH:9])=[CH:6][CH:5]=[C:4]([N:10]2[C:18]3[CH:17]=[C:16]([C:19]4[CH:24]=[N:23][CH:22]=[C:21]([CH3:25])[N:20]=4)[N:15]=[CH:14][C:13]=3[CH:12]=[N:11]2)[N:3]=1.CC(OI1(OC(C)=O)(OC(C)=O)OC(=O)C2C=CC=CC1=2)=O.